Dataset: Full USPTO retrosynthesis dataset with 1.9M reactions from patents (1976-2016). Task: Predict the reactants needed to synthesize the given product. (1) Given the product [NH2:4][C:5]1[N:10]=[CH:9][N:8]=[C:7]2[N:11]([CH:15]([C:17]3[C:18]([O:36][CH3:37])=[C:19]([C:25]4[CH:30]=[CH:29][C:28]([C:31]([OH:33])=[O:32])=[C:27]([F:35])[CH:26]=4)[C:20]([CH3:24])=[C:21]([Cl:23])[CH:22]=3)[CH3:16])[N:12]=[C:13]([CH3:14])[C:6]=12, predict the reactants needed to synthesize it. The reactants are: O.[OH-].[Li+].[NH2:4][C:5]1[N:10]=[CH:9][N:8]=[C:7]2[N:11]([CH:15]([C:17]3[C:18]([O:36][CH3:37])=[C:19]([C:25]4[CH:30]=[CH:29][C:28]([C:31]([O:33]C)=[O:32])=[C:27]([F:35])[CH:26]=4)[C:20]([CH3:24])=[C:21]([Cl:23])[CH:22]=3)[CH3:16])[N:12]=[C:13]([CH3:14])[C:6]=12.Cl. (2) Given the product [Cl:13][C:4]1[C:5]([S:9]([CH3:12])(=[O:11])=[O:10])=[CH:6][CH:7]=[CH:8][C:3]=1[CH2:2][C:17]1[CH:16]=[C:15]([F:14])[CH:20]=[CH:19][C:18]=1[O:24][CH3:25], predict the reactants needed to synthesize it. The reactants are: Br[CH2:2][C:3]1[CH:8]=[CH:7][CH:6]=[C:5]([S:9]([CH3:12])(=[O:11])=[O:10])[C:4]=1[Cl:13].[F:14][C:15]1[CH:16]=[CH:17][C:18]([O:24][CH3:25])=[C:19](B(O)O)[CH:20]=1.[F-].[Cs+]. (3) Given the product [N:30]1([C:28]([C:27]2[CH:34]=[CH:35][C:36]([O:22][C:20]3[CH:19]=[C:14]([CH:13]=[C:12]([O:11][C@@H:10]([CH3:23])[CH2:9][OH:8])[CH:21]=3)[C:15]([O:17][CH3:18])=[O:16])=[C:25]([F:24])[CH:26]=2)=[O:29])[CH2:33][CH2:32][CH2:31]1, predict the reactants needed to synthesize it. The reactants are: [Si]([O:8][CH2:9][C@H:10]([CH3:23])[O:11][C:12]1[CH:13]=[C:14]([CH:19]=[C:20]([OH:22])[CH:21]=1)[C:15]([O:17][CH3:18])=[O:16])(C(C)(C)C)(C)C.[F:24][C:25]1[CH:26]=[C:27]([CH:34]=[CH:35][C:36]=1F)[C:28]([N:30]1[CH2:33][CH2:32][CH2:31]1)=[O:29].C(=O)([O-])[O-].[K+].[K+]. (4) Given the product [C:1]([C:4]1[CH:5]=[C:6]([CH:24]2[CH2:29][CH2:28][N:27]([C:30]([O:32][C:33]([CH3:36])([CH3:35])[CH3:34])=[O:31])[CH2:26][CH2:25]2)[CH:7]=[N:8][C:9]=1[O:10][C:11]1[CH:12]=[CH:13][C:14]([O:17][C:18]2[CH:23]=[CH:22][CH:21]=[CH:20][CH:19]=2)=[CH:15][CH:16]=1)(=[O:3])[NH2:2], predict the reactants needed to synthesize it. The reactants are: [C:1]([C:4]1[CH:5]=[C:6]([C:24]2[CH2:25][CH2:26][N:27]([C:30]([O:32][C:33]([CH3:36])([CH3:35])[CH3:34])=[O:31])[CH2:28][CH:29]=2)[CH:7]=[N:8][C:9]=1[O:10][C:11]1[CH:16]=[CH:15][C:14]([O:17][C:18]2[CH:23]=[CH:22][CH:21]=[CH:20][CH:19]=2)=[CH:13][CH:12]=1)(=[O:3])[NH2:2]. (5) Given the product [NH2:1][C:2]1[C:11]([C:12]([NH:14][C:15]2[CH:16]=[N:17][CH:18]=[CH:19][C:20]=2[N:21]2[CH2:26][CH2:25][CH:24]([N:36]3[CH2:32][CH2:33][CH2:45]3)[CH2:23][CH2:22]2)=[O:13])=[C:5]2[N:6]=[CH:7][C:8]([Cl:10])=[CH:9][N:4]2[N:3]=1, predict the reactants needed to synthesize it. The reactants are: [NH2:1][C:2]1[C:11]([C:12]([NH:14][C:15]2[CH:16]=[N:17][CH:18]=[CH:19][C:20]=2[N:21]2[CH2:26][CH2:25][C:24](=O)[CH2:23][CH2:22]2)=[O:13])=[C:5]2[N:6]=[CH:7][C:8]([Cl:10])=[CH:9][N:4]2[N:3]=1.ClC1C=C[C:32]2[N:36]=NN(OC(=[N+](C)C)N(C)C)[C:33]=2[CH:45]=1.C([O-])=O.[NH4+].